This data is from Forward reaction prediction with 1.9M reactions from USPTO patents (1976-2016). The task is: Predict the product of the given reaction. (1) Given the reactants [CH3:1][O:2][C:3]1[C:8]([O:9][CH3:10])=[C:7]([O:11][CH3:12])[CH:6]=[CH:5][C:4]=1[CH2:13][CH2:14][C:15]([OH:17])=O.[CH3:18][C:19]1(C)[O:26]C(=O)C[C:21](=O)[O:20]1.C1CCC(N=C=NC2CCCCC2)CC1, predict the reaction product. The product is: [CH3:1][O:2][C:3]1[C:8]([O:9][CH3:10])=[C:7]([O:11][CH3:12])[CH:6]=[CH:5][C:4]=1[CH2:13][CH2:14][C:15](=[O:17])[CH2:18][C:19]([O:20][CH3:21])=[O:26]. (2) Given the reactants [CH3:1][O:2][C:3]([C:5]1[S:6][C:7]([C:10](=O)[NH:11][C:12]2[CH:17]=[CH:16][CH:15]=[CH:14][C:13]=2[NH:18][C:19]2[CH:24]=[CH:23][C:22]([O:25][CH3:26])=[CH:21][CH:20]=2)=[CH:8][CH:9]=1)=[O:4].C(O)(=O)C, predict the reaction product. The product is: [CH3:1][O:2][C:3]([C:5]1[S:6][C:7]([C:10]2[N:18]([C:19]3[CH:24]=[CH:23][C:22]([O:25][CH3:26])=[CH:21][CH:20]=3)[C:13]3[CH:14]=[CH:15][CH:16]=[CH:17][C:12]=3[N:11]=2)=[CH:8][CH:9]=1)=[O:4]. (3) Given the reactants [Br:1][C:2]1[CH:7]=[CH:6][C:5]([CH2:8][CH2:9][NH2:10])=[CH:4][CH:3]=1.N1C=CC=CC=1.[CH3:17][S:18](Cl)(=[O:20])=[O:19], predict the reaction product. The product is: [Br:1][C:2]1[CH:7]=[CH:6][C:5]([CH2:8][CH2:9][NH:10][S:18]([CH3:17])(=[O:20])=[O:19])=[CH:4][CH:3]=1. (4) The product is: [F:27][C:24]([F:25])([F:26])[S:21]([NH:20][CH2:19][CH2:18][C:16]1[S:17][C:13]([C:10]2[CH:9]=[CH:8][C:7]([NH:6][C:4]([CH:3]3[CH2:28][CH2:29][CH2:30][CH2:31][CH2:2]3)=[O:5])=[CH:12][CH:11]=2)=[CH:14][N:15]=1)(=[O:23])=[O:22]. Given the reactants Cl[C:2]1[CH:31]=[CH:30][CH:29]=[CH:28][C:3]=1[C:4]([NH:6][C:7]1[CH:12]=[CH:11][C:10]([C:13]2[S:17][C:16]([CH2:18][CH2:19][NH:20][S:21]([C:24]([F:27])([F:26])[F:25])(=[O:23])=[O:22])=[N:15][CH:14]=2)=[CH:9][CH:8]=1)=[O:5].NC1C=CC(C2SC(CCNS(C(F)(F)F)(=O)=O)=NC=2)=CC=1.C1(C(Cl)=O)CCCCC1, predict the reaction product. (5) Given the reactants Cl[C:2]1[N:7]=[C:6](Cl)[N:5]=[C:4]([Cl:9])[N:3]=1.Cl.[CH:11]1([C@@H:14]([NH2:16])[CH3:15])[CH2:13][CH2:12]1.CC[N:19]([CH:23]([CH3:25])[CH3:24])C(C)C.[F-].[Cs+].[CH3:28][C:29](C)=O, predict the reaction product. The product is: [Cl:9][C:4]1[N:3]=[C:2]([NH:16][C@@H:14]([CH:11]2[CH2:13][CH2:12]2)[CH3:15])[N:7]=[C:6]([NH:19][C@@H:23]([CH:24]2[CH2:29][CH2:28]2)[CH3:25])[N:5]=1. (6) Given the reactants C(N(CC)CC)C.CS(Cl)(=O)=O.[CH3:13][C:14]([CH3:40])([CH3:39])[CH:15](O)[CH2:16][C:17]1[N:18]([CH2:35][CH2:36][CH3:37])[C:19]([C:22]2[CH:27]=[CH:26][N:25]=[C:24]([NH:28][C:29]3[CH:34]=[CH:33][CH:32]=[CH:31][CH:30]=3)[N:23]=2)=[CH:20][N:21]=1.N12CCCN=C1CCCCC2, predict the reaction product. The product is: [CH3:13][C:14]([CH3:39])([CH3:40])[CH:15]=[CH:16][C:17]1[N:18]([CH2:35][CH2:36][CH3:37])[C:19]([C:22]2[CH:27]=[CH:26][N:25]=[C:24]([NH:28][C:29]3[CH:34]=[CH:33][CH:32]=[CH:31][CH:30]=3)[N:23]=2)=[CH:20][N:21]=1.